From a dataset of Reaction yield outcomes from USPTO patents with 853,638 reactions. Predict the reaction yield, written as a fraction of the theoretical maximum amount of product (1.0 means a 100% yield; for example, 0.34 means a 34% yield). (1) The reactants are [O:1]=[C:2]([CH3:14])[CH2:3][C:4]([O:6][CH2:7][C:8]1[CH:13]=[CH:12][CH:11]=[CH:10][CH:9]=1)=[O:5].S(Cl)([Cl:18])(=O)=O. The catalyst is C(Cl)(Cl)Cl. The product is [Cl:18][CH:3]([C:2](=[O:1])[CH3:14])[C:4]([O:6][CH2:7][C:8]1[CH:13]=[CH:12][CH:11]=[CH:10][CH:9]=1)=[O:5]. The yield is 0.990. (2) The reactants are [Br:1][C:2]1[C:11]([CH2:12][CH2:13][CH2:14][OH:15])=[CH:10][C:9]2[C:8]([CH3:17])([CH3:16])[CH2:7][CH2:6][C:5]([CH3:19])([CH3:18])[C:4]=2[CH:3]=1.N1C=CN=C1.[Si:25](Cl)([C:28]([CH3:31])([CH3:30])[CH3:29])([CH3:27])[CH3:26]. The catalyst is CN(C)C=O.C(OCC)C. The product is [Br:1][C:2]1[C:11]([CH2:12][CH2:13][CH2:14][O:15][Si:25]([C:28]([CH3:31])([CH3:30])[CH3:29])([CH3:27])[CH3:26])=[CH:10][C:9]2[C:8]([CH3:17])([CH3:16])[CH2:7][CH2:6][C:5]([CH3:19])([CH3:18])[C:4]=2[CH:3]=1. The yield is 0.660. (3) The reactants are [CH:1]1([C:4](=[O:33])[CH:5]([N:13]2[CH2:18][CH2:17][CH:16]([SH:19])/[C:15](=[CH:20]\[C:21]3[CH:25]=[CH:24][N:23]([CH2:26][CH2:27][C:28]([O:30]CC)=[O:29])[N:22]=3)/[CH2:14]2)[C:6]2[CH:11]=[CH:10][CH:9]=[CH:8][C:7]=2[F:12])[CH2:3][CH2:2]1.[ClH:34]. The catalyst is C(#N)C. The product is [ClH:34].[C:28]([CH2:27][CH2:26][N:23]1[CH:24]=[CH:25][C:21](/[CH:20]=[C:15]2/[CH2:14][N:13]([CH:5]([C:6]3[CH:11]=[CH:10][CH:9]=[CH:8][C:7]=3[F:12])[C:4]([CH:1]3[CH2:3][CH2:2]3)=[O:33])[CH2:18][CH2:17][CH:16]/2[SH:19])=[N:22]1)([OH:30])=[O:29]. The yield is 0.970. (4) The reactants are CC1C(=[O:8])[C@@H](O)CC(C)(C)C=1/C=C/C(/C)=C/C=C/C(/C)=C/C=C/C=C(\C)/C=C/C=C(\C)/C=C/C1C(C)(C)C[C@H](O)C(=O)C=1C.CCN(C(C)C)C(C)C.Cl[C:55]([O:57]C(Cl)C(Cl)(Cl)Cl)=[O:56].[CH2:64]([OH:75])[C@H:65]([C@H:67]([C@@H:69]([C@@H:71]([CH2:73][OH:74])[OH:72])[OH:70])[OH:68])[OH:66]. The catalyst is C(Cl)Cl.CN(C1C=CN=CC=1)C.CN(C=O)C. The product is [C:55](=[O:56])([OH:8])[OH:57].[CH2:73]([OH:74])[C@H:71]([C@H:69]([C@@H:67]([C@@H:65]([CH2:64][OH:75])[OH:66])[OH:68])[OH:70])[OH:72]. The yield is 0.102. (5) The reactants are [Cl-].[Al+3].[Cl-].[Cl-].C[O:6][C:7]1[CH:16]=[CH:15][C:10]2[N:11]=[C:12]([Cl:14])[S:13][C:9]=2[CH:8]=1.Cl. The catalyst is C1(C)C=CC=CC=1. The product is [Cl:14][C:12]1[S:13][C:9]2[CH:8]=[C:7]([OH:6])[CH:16]=[CH:15][C:10]=2[N:11]=1. The yield is 0.810. (6) The reactants are C(NC1CCCCC1)(C)C.C([Li])CCC.CCCCCC.[C:22](#[N:26])[CH:23]([CH3:25])[CH3:24].[CH2:27](Cl)[C:28]1[CH:33]=[CH:32][CH:31]=[CH:30][CH:29]=1. The catalyst is O1CCCC1. The product is [CH3:24][C:23]([CH3:25])([CH2:27][C:28]1[CH:33]=[CH:32][CH:31]=[CH:30][CH:29]=1)[C:22]#[N:26]. The yield is 0.690. (7) The reactants are [F:1][C:2]1[CH:3]=[C:4]([OH:9])[CH:5]=[CH:6][C:7]=1[F:8].Cl[C:11]1[N:12]=[C:13]([OH:21])[C:14]2[CH:20]=[CH:19][N:18]=[CH:17][C:15]=2[N:16]=1. No catalyst specified. The product is [F:1][C:2]1[CH:3]=[C:4]([CH:5]=[CH:6][C:7]=1[F:8])[O:9][C:11]1[N:12]=[C:13]([OH:21])[C:14]2[CH:20]=[CH:19][N:18]=[CH:17][C:15]=2[N:16]=1. The yield is 0.230. (8) The reactants are [N+](=[C:3]([C:10]1[CH:15]=[CH:14][CH:13]=[CH:12][CH:11]=1)[C:4]1[CH:9]=[CH:8][CH:7]=[CH:6][CH:5]=1)=[N-].[C:16]([O:20][C:21]([NH:23][C:24](=[NH:38])[C:25]1[CH:37]=[CH:36][C:28]([O:29][CH2:30][CH:31]([OH:35])[C:32]([OH:34])=[O:33])=[CH:27][CH:26]=1)=[O:22])([CH3:19])([CH3:18])[CH3:17]. The catalyst is CO. The product is [CH:3]([O:34][C:32](=[O:33])[CH:31]([OH:35])[CH2:30][O:29][C:28]1[CH:27]=[CH:26][C:25]([C:24]([NH:23][C:21]([O:20][C:16]([CH3:17])([CH3:18])[CH3:19])=[O:22])=[NH:38])=[CH:37][CH:36]=1)([C:10]1[CH:15]=[CH:14][CH:13]=[CH:12][CH:11]=1)[C:4]1[CH:9]=[CH:8][CH:7]=[CH:6][CH:5]=1. The yield is 0.490. (9) The reactants are C([O:8][C:9]1[CH:18]=[C:17]2[C:12]([C:13]([O:19][C:20]3[CH:25]=[CH:24][C:23]([NH:26][C:27]4[CH:32]=[CH:31][C:30]([C:33]([CH3:36])([CH3:35])[CH3:34])=[CH:29][CH:28]=4)=[CH:22][CH:21]=3)=[CH:14][CH:15]=[N:16]2)=[CH:11][C:10]=1[O:37][CH3:38])C1C=CC=CC=1.C(N(CC)CC)C.[H][H]. The catalyst is CN(C)C=O.[OH-].[Pd+2].[OH-]. The product is [C:33]([C:30]1[CH:29]=[CH:28][C:27]([NH:26][C:23]2[CH:24]=[CH:25][C:20]([O:19][C:13]3[C:12]4[C:17](=[CH:18][C:9]([OH:8])=[C:10]([O:37][CH3:38])[CH:11]=4)[N:16]=[CH:15][CH:14]=3)=[CH:21][CH:22]=2)=[CH:32][CH:31]=1)([CH3:36])([CH3:34])[CH3:35]. The yield is 0.620.